From a dataset of Peptide-MHC class II binding affinity with 134,281 pairs from IEDB. Regression. Given a peptide amino acid sequence and an MHC pseudo amino acid sequence, predict their binding affinity value. This is MHC class II binding data. (1) The peptide sequence is AAYLATRGLDVVDAV. The MHC is HLA-DQA10201-DQB10202 with pseudo-sequence HLA-DQA10201-DQB10202. The binding affinity (normalized) is 0.281. (2) The peptide sequence is VFFTASLFLHLVGIP. The MHC is DRB1_0101 with pseudo-sequence DRB1_0101. The binding affinity (normalized) is 0.221. (3) The peptide sequence is PALLALLALPALLLL. The MHC is HLA-DQA10102-DQB10602 with pseudo-sequence HLA-DQA10102-DQB10602. The binding affinity (normalized) is 0.0669. (4) The peptide sequence is ARARRAAIAAAGASR. The MHC is HLA-DQA10501-DQB10201 with pseudo-sequence HLA-DQA10501-DQB10201. The binding affinity (normalized) is 0.237.